This data is from Peptide-MHC class I binding affinity with 185,985 pairs from IEDB/IMGT. The task is: Regression. Given a peptide amino acid sequence and an MHC pseudo amino acid sequence, predict their binding affinity value. This is MHC class I binding data. (1) The peptide sequence is SETLLPLTQY. The MHC is Patr-B2401 with pseudo-sequence Patr-B2401. The binding affinity (normalized) is 0. (2) The peptide sequence is SSEADCFTY. The MHC is HLA-B08:02 with pseudo-sequence HLA-B08:02. The binding affinity (normalized) is 0.0847. (3) The peptide sequence is RPAGARAAF. The MHC is HLA-B40:01 with pseudo-sequence HLA-B40:01. The binding affinity (normalized) is 0.0847. (4) The peptide sequence is SWIPKRNRSI. The MHC is HLA-A01:01 with pseudo-sequence HLA-A01:01. The binding affinity (normalized) is 0. (5) The peptide sequence is IFRRDQIWF. The MHC is HLA-A01:01 with pseudo-sequence HLA-A01:01. The binding affinity (normalized) is 0.0847. (6) The peptide sequence is NQVKFYFNK. The MHC is HLA-A33:01 with pseudo-sequence HLA-A33:01. The binding affinity (normalized) is 0.380. (7) The peptide sequence is STYPGNTFV. The MHC is HLA-A68:02 with pseudo-sequence HLA-A68:02. The binding affinity (normalized) is 1.00.